From a dataset of Catalyst prediction with 721,799 reactions and 888 catalyst types from USPTO. Predict which catalyst facilitates the given reaction. (1) Reactant: Br[C:2]1[CH:3]=[N:4][CH:5]=[C:6]2[C:11]=1[N:10]=[C:9]([C:12]([NH:14][CH2:15][C:16]([F:19])([F:18])[F:17])=[O:13])[CH:8]=[CH:7]2.[F:20][C:21]1[CH:26]=[CH:25][C:24]([F:27])=[CH:23][C:22]=1B(O)O.C(=O)([O-])[O-].[Cs+].[Cs+]. Product: [F:20][C:21]1[CH:26]=[CH:25][C:24]([F:27])=[CH:23][C:22]=1[C:2]1[CH:3]=[N:4][CH:5]=[C:6]2[C:11]=1[N:10]=[C:9]([C:12]([NH:14][CH2:15][C:16]([F:19])([F:18])[F:17])=[O:13])[CH:8]=[CH:7]2. The catalyst class is: 688. (2) Reactant: Br[CH2:2][C:3]1[CH:12]=[C:11]2[C:6]([C:7]([C:15]3[CH:20]=[CH:19][C:18]([F:21])=[CH:17][CH:16]=3)=[CH:8][C:9]([C:13]#[N:14])=[N:10]2)=[CH:5][CH:4]=1.[NH:22]1[CH2:27][CH2:26][O:25][CH2:24][CH2:23]1.[OH-:28].[Na+].O. Product: [F:21][C:18]1[CH:19]=[CH:20][C:15]([C:7]2[C:6]3[C:11](=[CH:12][C:3]([CH2:2][N:22]4[CH2:27][CH2:26][O:25][CH2:24][CH2:23]4)=[CH:4][CH:5]=3)[N:10]=[C:9]([C:13]([NH2:14])=[O:28])[CH:8]=2)=[CH:16][CH:17]=1. The catalyst class is: 10. (3) Reactant: C1(P(C2CCCCC2)C2C=CC=CC=2C2C(C(C)C)=CC(C(C)C)=CC=2C(C)C)CCCCC1.[O:35]1[CH2:40][CH2:39][N:38]([C:41]2[CH:46]=[C:45]([NH2:47])[C:44]([C:48]3[CH:49]=[N:50][CH:51]=[N:52][CH:53]=3)=[CH:43][N:42]=2)[CH2:37][CH2:36]1.Cl[C:55]1[C:64]2[C:59](=[C:60]([Cl:65])[CH:61]=[CH:62][CH:63]=2)[N:58]=[C:57]([C:66]2[CH:71]=[CH:70][CH:69]=[CH:68][N:67]=2)[C:56]=1[CH3:72].CC(C)([O-])C.[Na+]. Product: [Cl:65][C:60]1[CH:61]=[CH:62][CH:63]=[C:64]2[C:59]=1[N:58]=[C:57]([C:66]1[CH:71]=[CH:70][CH:69]=[CH:68][N:67]=1)[C:56]([CH3:72])=[C:55]2[NH:47][C:45]1[C:44]([C:48]2[CH:53]=[N:52][CH:51]=[N:50][CH:49]=2)=[CH:43][N:42]=[C:41]([N:38]2[CH2:37][CH2:36][O:35][CH2:40][CH2:39]2)[CH:46]=1. The catalyst class is: 101. (4) Reactant: [CH3:1][S:2]([OH:5])(=[O:4])=[O:3].C(OC(=O)[NH:12][CH:13]([CH2:17][CH3:18])[CH2:14][C:15]#[N:16])(C)(C)C. The catalyst class is: 7. Product: [CH3:1][S:2]([OH:5])(=[O:4])=[O:3].[NH2:12][C@H:13]([CH2:17][CH3:18])[CH2:14][C:15]#[N:16]. (5) The catalyst class is: 4. Product: [CH3:23][C:20]1([CH3:22])[CH2:19][C:18]2[C:13]([O:12][C:9]3[N:8]=[CH:7][C:6]([N:5]4[C:3](=[O:4])[C@@H:2]([CH2:24][CH3:25])[NH:1][C:34]4=[O:36])=[CH:11][CH:10]=3)=[CH:14][CH:15]=[CH:16][C:17]=2[O:21]1. Reactant: [NH2:1][C@H:2]([CH2:24][CH3:25])[C:3]([NH:5][C:6]1[CH:7]=[N:8][C:9]([O:12][C:13]2[C:18]3[CH2:19][C:20]([CH3:23])([CH3:22])[O:21][C:17]=3[CH:16]=[CH:15][CH:14]=2)=[CH:10][CH:11]=1)=[O:4].C(N(CC)CC)C.Cl[C:34](Cl)([O:36]C(=O)OC(Cl)(Cl)Cl)Cl.C([O-])(O)=O.[Na+].